This data is from Full USPTO retrosynthesis dataset with 1.9M reactions from patents (1976-2016). The task is: Predict the reactants needed to synthesize the given product. (1) Given the product [NH2:21][CH2:16][CH:14]([OH:15])[CH2:13][CH2:12][N:9]1[CH2:10][CH2:11][CH:6]([O:5][C:4]2[CH:17]=[CH:18][C:19]([Cl:20])=[C:2]([Cl:1])[CH:3]=2)[CH2:7][CH2:8]1, predict the reactants needed to synthesize it. The reactants are: [Cl:1][C:2]1[CH:3]=[C:4]([CH:17]=[CH:18][C:19]=1[Cl:20])[O:5][CH:6]1[CH2:11][CH2:10][N:9]([CH2:12][CH2:13][CH:14]2[CH2:16][O:15]2)[CH2:8][CH2:7]1.[NH3:21]. (2) The reactants are: [CH3:1][N:2]1[CH:6]=[C:5]([N:7]2[C:19]3[C:18]4[CH:17]=[C:16](B5OC(C)(C)C(C)(C)O5)[CH:15]=[CH:14][C:13]=4[N:12]=[CH:11][C:10]=3[N:9]([CH3:29])[C:8]2=[O:30])[C:4]([CH3:31])=[N:3]1.Br[C:33]1[CH:38]=[CH:37][CH:36]=[CH:35][N:34]=1. Given the product [CH3:1][N:2]1[CH:6]=[C:5]([N:7]2[C:19]3[C:18]4[CH:17]=[C:16]([C:33]5[CH:38]=[CH:37][CH:36]=[CH:35][N:34]=5)[CH:15]=[CH:14][C:13]=4[N:12]=[CH:11][C:10]=3[N:9]([CH3:29])[C:8]2=[O:30])[C:4]([CH3:31])=[N:3]1, predict the reactants needed to synthesize it. (3) The reactants are: [CH3:1][C:2]1[NH:6][C:5]2[S:7][CH:8]=[CH:9][C:4]=2[CH:3]=1.[Cl-].C([Al+]CC)C.[Cl:16][C:17]1[C:25]([Cl:26])=[CH:24][CH:23]=[CH:22][C:18]=1[C:19](Cl)=[O:20]. Given the product [Cl:16][C:17]1[C:25]([Cl:26])=[CH:24][CH:23]=[CH:22][C:18]=1[C:19]([C:3]1[C:4]2[CH:9]=[CH:8][S:7][C:5]=2[NH:6][C:2]=1[CH3:1])=[O:20], predict the reactants needed to synthesize it. (4) Given the product [Cl:16][C:17]1[CH:24]=[C:23]([N:10]2[C:11]([CH3:12])=[C:7]([O:6][C:5]3[CH:14]=[CH:15][C:2]([F:1])=[CH:3][CH:4]=3)[C:8]([CH3:13])=[N:9]2)[CH:22]=[CH:21][C:18]=1[C:19]#[N:20], predict the reactants needed to synthesize it. The reactants are: [F:1][C:2]1[CH:15]=[CH:14][C:5]([O:6][C:7]2[C:8]([CH3:13])=[N:9][NH:10][C:11]=2[CH3:12])=[CH:4][CH:3]=1.[Cl:16][C:17]1[CH:24]=[C:23](F)[CH:22]=[CH:21][C:18]=1[C:19]#[N:20]. (5) Given the product [OH:1][C:2]1[CH:7]=[CH:6][C:5]([O:8][CH3:26])=[CH:4][C:3]=1[C:9]([C:11]1[CH:16]=[CH:15][C:14]([O:23][CH3:20])=[CH:13][CH:12]=1)=[O:10], predict the reactants needed to synthesize it. The reactants are: [OH:1][C:2]1[CH:7]=[CH:6][C:5]([OH:8])=[CH:4][C:3]=1[C:9]([C:11]1[CH:16]=[CH:15][C:14](O)=[CH:13][CH:12]=1)=[O:10].IC.[C:20](=[O:23])([O-])[O-].[K+].[K+].[CH3:26]C(C)=O.